This data is from Full USPTO retrosynthesis dataset with 1.9M reactions from patents (1976-2016). The task is: Predict the reactants needed to synthesize the given product. (1) Given the product [C:1]([O:5][C:6]([NH:8][CH2:9][C:10]([O:12][C@H:13](/[CH:15]=[CH:16]/[C:22]1[CH:23]=[CH:24][C:19]([C:18]([F:31])([F:30])[F:17])=[CH:20][CH:21]=1)[CH3:14])=[O:11])=[O:7])([CH3:4])([CH3:3])[CH3:2], predict the reactants needed to synthesize it. The reactants are: [C:1]([O:5][C:6]([NH:8][CH2:9][C:10]([O:12][CH:13]([CH:15]=[CH2:16])[CH3:14])=[O:11])=[O:7])([CH3:4])([CH3:3])[CH3:2].[F:17][C:18]([F:31])([F:30])[C:19]1[CH:24]=[CH:23][C:22](/C=C/[C@@H](O)C)=[CH:21][CH:20]=1.C(NCC(O)=O)(OC(C)(C)C)=O.Cl.C(N=C=NCCCN(C)C)C.N1(O)C2C=CC=CC=2N=N1.CCN(C(C)C)C(C)C. (2) Given the product [CH3:1][O:2][CH2:3][C@H:4]1[CH2:8][CH2:7][CH2:6][N:5]1[S:9]([C:12]1[CH:20]=[CH:19][C:18]2[N:17]3[CH2:21][C:22]([CH3:26])([CH3:25])[CH2:23][N:24]=[C:16]3[C:15]3([O:28][CH2:29][CH2:30][CH2:31][O:32]3)[C:14]=2[CH:13]=1)(=[O:10])=[O:11], predict the reactants needed to synthesize it. The reactants are: [CH3:1][O:2][CH2:3][C@H:4]1[CH2:8][CH2:7][CH2:6][N:5]1[S:9]([C:12]1[CH:13]=[C:14]2[C:18](=[CH:19][CH:20]=1)[N:17]([CH2:21][C:22]([CH3:26])([CH3:25])[C:23]#[N:24])[C:16](=O)[C:15]12[O:32][CH2:31][CH2:30][CH2:29][O:28]1)(=[O:11])=[O:10].N. (3) Given the product [CH3:19][N:16]1[CH2:17][CH2:18][CH:13]([O:12][C:10]2[CH:9]=[CH:8][CH:7]=[C:6]3[C:11]=2[C:2]([NH:24][C:23]2[CH:25]=[CH:26][C:27]([O:28][CH2:29][C:30]4[CH:35]=[CH:34][CH:33]=[CH:32][N:31]=4)=[C:21]([CH3:20])[CH:22]=2)=[N:3][CH:4]=[N:5]3)[CH2:14][CH2:15]1, predict the reactants needed to synthesize it. The reactants are: Cl[C:2]1[C:11]2[C:6](=[CH:7][CH:8]=[CH:9][C:10]=2[O:12][CH:13]2[CH2:18][CH2:17][N:16]([CH3:19])[CH2:15][CH2:14]2)[N:5]=[CH:4][N:3]=1.[CH3:20][C:21]1[CH:22]=[C:23]([CH:25]=[CH:26][C:27]=1[O:28][CH2:29][C:30]1[CH:35]=[CH:34][CH:33]=[CH:32][N:31]=1)[NH2:24]. (4) Given the product [NH2:7][C:8]1[S:9][C:10]([C:19]2[CH:24]=[CH:23][N:22]=[C:21]([NH:32][C:31]3[CH:33]=[CH:34][CH:35]=[C:29]([O:28][CH3:27])[CH:30]=3)[N:20]=2)=[C:11]([C:13]2[CH:14]=[CH:15][CH:16]=[CH:17][CH:18]=2)[N:12]=1, predict the reactants needed to synthesize it. The reactants are: CC(C)COC([NH:7][C:8]1[S:9][C:10]([C:19]2[CH:24]=[CH:23][N:22]=[C:21](I)[N:20]=2)=[C:11]([C:13]2[CH:18]=[CH:17][CH:16]=[CH:15][CH:14]=2)[N:12]=1)=O.[CH3:27][O:28][C:29]1[CH:30]=[C:31]([CH:33]=[CH:34][CH:35]=1)[NH2:32].O.C1(C)C=CC(S(O)(=O)=O)=CC=1.